This data is from Full USPTO retrosynthesis dataset with 1.9M reactions from patents (1976-2016). The task is: Predict the reactants needed to synthesize the given product. (1) Given the product [N+:18]([C:21]1[CH:58]=[CH:57][C:24]([C:25]([O:27][C@@:28]([C:35]2[N:36]=[N:37][N:38]([CH2:40][C:41]3[CH:50]=[C:49]4[C:44]([C:45]([C:53]5[N:17]=[CH:15][S:2][CH:54]=5)=[CH:46][C:47]([C:51]#[N:52])=[N:48]4)=[CH:43][CH:42]=3)[CH:39]=2)([C:31]([F:34])([F:33])[F:32])[CH2:29][CH3:30])=[O:26])=[CH:23][CH:22]=1)([O-:20])=[O:19], predict the reactants needed to synthesize it. The reactants are: P12(SP3(SP(SP(S3)(S1)=S)(=S)S2)=S)=[S:2].[CH:15]([NH2:17])=O.[N+:18]([C:21]1[CH:58]=[CH:57][C:24]([C:25]([O:27][C@@:28]([C:35]2[N:36]=[N:37][N:38]([CH2:40][C:41]3[CH:50]=[C:49]4[C:44]([C:45]([C:53](=O)[CH2:54]Br)=[CH:46][C:47]([C:51]#[N:52])=[N:48]4)=[CH:43][CH:42]=3)[CH:39]=2)([C:31]([F:34])([F:33])[F:32])[CH2:29][CH3:30])=[O:26])=[CH:23][CH:22]=1)([O-:20])=[O:19]. (2) Given the product [Cl:11][C:9]1[CH:8]=[CH:7][C:6]([C:12]2[C:13]([C@@H:24]([NH:34][C:35](=[O:41])[O:36][C:37]([CH3:40])([CH3:39])[CH3:38])[CH2:25][C:26]3[CH:31]=[C:30]([F:32])[CH:29]=[C:28]([F:33])[CH:27]=3)=[N:14][C:15]([C:18]#[C:19][C:20]([OH:23])([CH3:21])[CH3:22])=[CH:16][CH:17]=2)=[C:5]2[C:10]=1[C:2]([NH:1][S:53]([CH3:52])=[O:54])=[N:3][N:4]2[CH3:42], predict the reactants needed to synthesize it. The reactants are: [NH2:1][C:2]1[C:10]2[C:5](=[C:6]([C:12]3[C:13]([C@@H:24]([NH:34][C:35](=[O:41])[O:36][C:37]([CH3:40])([CH3:39])[CH3:38])[CH2:25][C:26]4[CH:31]=[C:30]([F:32])[CH:29]=[C:28]([F:33])[CH:27]=4)=[N:14][C:15]([C:18]#[C:19][C:20]([OH:23])([CH3:22])[CH3:21])=[CH:16][CH:17]=3)[CH:7]=[CH:8][C:9]=2[Cl:11])[N:4]([CH3:42])[N:3]=1.C(N(C(C)C)CC)(C)C.[CH3:52][S:53](Cl)=[O:54]. (3) Given the product [C:2]([C@@:4]1([CH:26]2[CH2:28][CH2:27]2)[CH2:8][CH2:7][N:6]([C:9]2[CH:14]=[CH:13][N:12]=[C:11]([NH:15][C:16]3[CH:24]=[CH:23][C:19]([C:20]([N:57]([CH2:56][C:55]([OH:60])([CH3:59])[CH3:54])[CH3:58])=[O:21])=[CH:18][N:17]=3)[CH:10]=2)[C:61]1=[O:64])#[N:3], predict the reactants needed to synthesize it. The reactants are: Cl.[C:2]([C@@:4]1([CH:26]2[CH2:28][CH2:27]2)[CH2:8][CH2:7][N:6]([C:9]2[CH:14]=[CH:13][N:12]=[C:11]([NH:15][C:16]3[CH:24]=[CH:23][C:19]([C:20](O)=[O:21])=[CH:18][N:17]=3)[CH:10]=2)C1=O)#[N:3].CC1C=CC=C([N+]([O-])=O)C=1C(OC(=O)C1C([N+]([O-])=O)=CC=CC=1C)=O.[CH3:54][C:55]([OH:60])([CH3:59])[CH2:56][NH:57][CH3:58].[C:61](=[O:64])([O-])O.[Na+]. (4) Given the product [F:27][C:24]1[CH:23]=[CH:22][C:21]([C:8]2([C:5]3[CH:4]=[CH:3][C:2]([F:1])=[CH:7][CH:6]=3)[CH2:13][CH2:12][CH2:11][N:10]([CH2:14][C:15]([OH:17])=[O:16])[C:9]2=[O:20])=[CH:26][CH:25]=1, predict the reactants needed to synthesize it. The reactants are: [F:1][C:2]1[CH:7]=[CH:6][C:5]([C:8]2([C:21]3[CH:26]=[CH:25][C:24]([F:27])=[CH:23][CH:22]=3)[CH2:13][CH2:12][CH2:11][N:10]([CH2:14][C:15]([O:17]CC)=[O:16])[C:9]2=[O:20])=[CH:4][CH:3]=1.[OH-].[Li+]. (5) Given the product [F:1][C:2]1[CH:3]=[C:4]([C@H:8]2[CH2:12][CH2:11][CH2:10][N:9]2[C:13]2[CH:18]=[CH:17][N:16]3[N:19]=[CH:20][C:21]([C:22]([NH:55][C:52]4([C:51]([F:57])([F:56])[F:50])[CH2:54][CH2:53]4)=[O:24])=[C:15]3[N:14]=2)[CH:5]=[N:6][CH:7]=1, predict the reactants needed to synthesize it. The reactants are: [F:1][C:2]1[CH:3]=[C:4]([C@H:8]2[CH2:12][CH2:11][CH2:10][N:9]2[C:13]2[CH:18]=[CH:17][N:16]3[N:19]=[CH:20][C:21]([C:22]([OH:24])=O)=[C:15]3[N:14]=2)[CH:5]=[N:6][CH:7]=1.CN(C(ON1N=NC2C=CC=NC1=2)=[N+](C)C)C.F[P-](F)(F)(F)(F)F.Cl.[F:50][C:51]([F:57])([F:56])[C:52]1([NH2:55])[CH2:54][CH2:53]1.CCN(C(C)C)C(C)C. (6) Given the product [CH3:1][NH:2][CH:10]1[CH2:11][N:12]([C:14]2[C:15]3[N:16]([CH:28]=[N:29][N:30]=3)[C:17]3[CH:23]=[C:22]([C:24]([F:27])([F:26])[F:25])[CH:21]=[N:20][C:18]=3[N:19]=2)[CH2:13]1, predict the reactants needed to synthesize it. The reactants are: [CH3:1][N:2]([CH:10]1[CH2:13][N:12]([C:14]2[C:15]3[N:16]([CH:28]=[N:29][N:30]=3)[C:17]3[CH:23]=[C:22]([C:24]([F:27])([F:26])[F:25])[CH:21]=[N:20][C:18]=3[N:19]=2)[CH2:11]1)C(=O)OC(C)(C)C.C(O)(C(F)(F)F)=O. (7) The reactants are: [C:1]([O:4][CH2:5][C:6]([CH3:46])([CH3:45])[CH2:7][N:8]1[C:14]2[CH:15]=[CH:16][C:17]([Cl:19])=[CH:18][C:13]=2[C@@H:12]([C:20]2[CH:25]=[CH:24][CH:23]=[C:22]([O:26][CH3:27])[C:21]=2[O:28][CH3:29])[O:11][C@H:10]([CH2:30][C:31]2[S:32][C:33]([C:36](=[O:43])[CH2:37][C:38]([O:40][CH2:41][CH3:42])=[O:39])=[CH:34][N:35]=2)[C:9]1=[O:44])(=[O:3])[CH3:2].[BH4-].[Na+].[Cl-].[NH4+]. Given the product [C:1]([O:4][CH2:5][C:6]([CH3:45])([CH3:46])[CH2:7][N:8]1[C:14]2[CH:15]=[CH:16][C:17]([Cl:19])=[CH:18][C:13]=2[C@@H:12]([C:20]2[CH:25]=[CH:24][CH:23]=[C:22]([O:26][CH3:27])[C:21]=2[O:28][CH3:29])[O:11][C@H:10]([CH2:30][C:31]2[S:32][C:33]([CH:36]([OH:43])[CH2:37][C:38]([O:40][CH2:41][CH3:42])=[O:39])=[CH:34][N:35]=2)[C:9]1=[O:44])(=[O:3])[CH3:2], predict the reactants needed to synthesize it. (8) Given the product [F:40][C:2]([F:1])([F:39])[C:3]1[CH:4]=[CH:5][C:6]([C:9]2[N:14]=[C:13]([CH:15]([O:20][C:21]3[CH:22]=[CH:23][C:24]([CH2:27][CH2:28][CH2:29][C:30]([OH:32])=[O:31])=[CH:25][CH:26]=3)[CH2:16][CH2:17][CH2:18][CH3:19])[CH:12]=[CH:11][CH:10]=2)=[CH:7][CH:8]=1, predict the reactants needed to synthesize it. The reactants are: [F:1][C:2]([F:40])([F:39])[C:3]1[CH:8]=[CH:7][C:6]([C:9]2[N:14]=[C:13]([CH:15]([O:20][C:21]3[CH:26]=[CH:25][C:24]([CH2:27][CH2:28][CH2:29][C:30]([O:32]CC[Si](C)(C)C)=[O:31])=[CH:23][CH:22]=3)[CH2:16][CH2:17][CH2:18][CH3:19])[CH:12]=[CH:11][CH:10]=2)=[CH:5][CH:4]=1.CCCC[N+](CCCC)(CCCC)CCCC.[F-]. (9) Given the product [CH3:21][N:10]1[C:11]2[C:6](=[CH:5][C:4]([N+:1]([O-:3])=[O:2])=[CH:13][CH:12]=2)[C:7]([C:15]([F:18])([F:16])[F:17])=[CH:8][C:9]1=[O:14], predict the reactants needed to synthesize it. The reactants are: [N+:1]([C:4]1[CH:5]=[C:6]2[C:11](=[CH:12][CH:13]=1)[NH:10][C:9](=[O:14])[CH:8]=[C:7]2[C:15]([F:18])([F:17])[F:16])([O-:3])=[O:2].[OH-].[K+].[CH3:21]I.